Predict the reactants needed to synthesize the given product. From a dataset of Full USPTO retrosynthesis dataset with 1.9M reactions from patents (1976-2016). (1) Given the product [CH3:13][O:14][C:15]1[CH:16]=[CH:17][C:18]([NH:19][C:20]2[CH:28]=[C:27]([F:29])[C:26]([F:30])=[CH:25][C:21]=2[C:22]([NH:42][O:41][CH2:34][C:35]2[CH:40]=[CH:39][CH:38]=[CH:37][CH:36]=2)=[O:24])=[CH:31][CH:32]=1, predict the reactants needed to synthesize it. The reactants are: C(N1C=CN=C1)(N1C=CN=C1)=O.[CH3:13][O:14][C:15]1[CH:32]=[CH:31][C:18]([NH:19][C:20]2[CH:28]=[C:27]([F:29])[C:26]([F:30])=[CH:25][C:21]=2[C:22]([OH:24])=O)=[CH:17][CH:16]=1.Cl.[CH2:34]([O:41][NH2:42])[C:35]1[CH:40]=[CH:39][CH:38]=[CH:37][CH:36]=1.C(N(CC)CC)C. (2) The reactants are: [CH2:1]([C:3]1[NH:11][C:6]2=[N:7][CH:8]=[CH:9][CH:10]=[C:5]2[N:4]=1)[CH3:2].[Cl:12]C1C=CC=C(C(OO)=O)C=1.P(Cl)(Cl)(Cl)=O.N. Given the product [Cl:12][C:10]1[CH:9]=[CH:8][N:7]=[C:6]2[NH:11][C:3]([CH2:1][CH3:2])=[N:4][C:5]=12, predict the reactants needed to synthesize it. (3) Given the product [F:18][C:17]([F:19])([F:20])[C:14]1[CH:13]=[CH:12][C:11]([C:8]2[CH:9]=[CH:10][C:5]([CH2:3][OH:2])=[CH:6][CH:7]=2)=[CH:16][CH:15]=1, predict the reactants needed to synthesize it. The reactants are: C[O:2][C:3]([C:5]1[CH:10]=[CH:9][C:8]([C:11]2[CH:16]=[CH:15][C:14]([C:17]([F:20])([F:19])[F:18])=[CH:13][CH:12]=2)=[CH:7][CH:6]=1)=O.[H-].[Al+3].[Li+].[H-].[H-].[H-].[H-].S([O-])(O)(=O)=O.[K+]. (4) Given the product [C:28]1([CH:40]([N:37]2[C:13]3[C:12](=[C:17]([C:18]4[CH:19]=[CH:20][CH:21]=[CH:22][CH:23]=4)[CH:16]=[CH:15][CH:14]=3)[CH2:11][NH:10][C:24]2=[O:25])[CH3:41])[CH:33]=[CH:32][CH:31]=[CH:30][CH:29]=1, predict the reactants needed to synthesize it. The reactants are: C1(C(N[NH:10][CH2:11][C:12]2[C:17]([C:18]3[CH:23]=[CH:22][CH:21]=[CH:20][CH:19]=3)=[CH:16][CH:15]=[CH:14][CH:13]=2)C)C=CC=CC=1.[C:24](Cl)(Cl)=[O:25].[C:28]1(C)[CH:33]=[CH:32][CH:31]=[CH:30][CH:29]=1.C([N:37]([CH2:40][CH3:41])CC)C. (5) Given the product [NH:40]1[C:39]([C:34]2[CH:35]=[CH:36][CH:37]=[CH:38][C:33]=2[C:30]2[CH:31]=[CH:32][C:27]([CH2:26][C:23]3[C:24](=[O:25])[N:19]([C:16]4[N:17]=[CH:18][C:13]([O:12][CH2:11][C:5]([OH:1])=[O:49])=[CH:14][N:15]=4)[C:20]([CH3:48])=[N:21][C:22]=3[CH2:44][CH2:45][CH2:46][CH3:47])=[CH:28][CH:29]=2)=[N:43][N:42]=[N:41]1, predict the reactants needed to synthesize it. The reactants are: [O:1]1[CH2:5]CCC1.C(OC[CH2:11][O:12][C:13]1[CH:14]=[N:15][C:16]([N:19]2[C:24](=[O:25])[C:23]([CH2:26][C:27]3[CH:32]=[CH:31][C:30]([C:33]4[CH:38]=[CH:37][CH:36]=[CH:35][C:34]=4[C:39]4[NH:43][N:42]=[N:41][N:40]=4)=[CH:29][CH:28]=3)=[C:22]([CH2:44][CH2:45][CH2:46][CH3:47])[N:21]=[C:20]2[CH3:48])=[N:17][CH:18]=1)(=O)C.[OH-:49].[Li+]. (6) Given the product [NH:1]1[CH:5]=[C:4]([CH2:6][C:7]([N:25]2[CH2:26][CH2:27][N:22]([C:16]3[CH:17]=[CH:18][C:19]([O:20][CH3:21])=[C:14]([O:13][CH:10]([CH3:11])[CH3:12])[CH:15]=3)[CH2:23][C@@H:24]2[CH2:28][CH:29]([CH3:31])[CH3:30])=[O:9])[N:3]=[CH:2]1, predict the reactants needed to synthesize it. The reactants are: [NH:1]1[CH:5]=[C:4]([CH2:6][C:7]([OH:9])=O)[N:3]=[CH:2]1.[CH:10]([O:13][C:14]1[CH:15]=[C:16]([N:22]2[CH2:27][CH2:26][NH:25][C@@H:24]([CH2:28][CH:29]([CH3:31])[CH3:30])[CH2:23]2)[CH:17]=[CH:18][C:19]=1[O:20][CH3:21])([CH3:12])[CH3:11]. (7) Given the product [Cl:1][C:2]1[CH:3]=[N:4][C:5]2[N:6]([N:8]=[C:9]([C:11]([N:13]3[CH2:18][CH2:17][C:16]4[CH:19]=[CH:20][N:21]([C:23](=[O:25])[CH3:24])[C:15]=4[CH:14]3[CH3:22])=[O:12])[CH:10]=2)[CH:7]=1, predict the reactants needed to synthesize it. The reactants are: [Cl:1][C:2]1[CH:3]=[N:4][C:5]2[N:6]([N:8]=[C:9]([C:11]([N:13]3[CH2:18][CH2:17][C:16]4[CH:19]=[CH:20][NH:21][C:15]=4[CH:14]3[CH3:22])=[O:12])[CH:10]=2)[CH:7]=1.[C:23](O)(=[O:25])[CH3:24]. (8) Given the product [Cl:45][C:42]1[CH:34]=[CH:35][C:2]([C:2]2[CH:35]=[CH:34][C:33]([Cl:36])=[CH:32][C:3]=2[CH2:4][O:5][C:6]2[CH:11]=[CH:10][C:9]([C:12]3[N:16]([CH:17]4[CH2:22][CH2:21][CH2:20][CH2:19][CH2:18]4)[C:15]4[CH:23]=[CH:24][C:25]([C:27]([O:29][CH2:30][CH3:31])=[O:28])=[CH:26][C:14]=4[N:13]=3)=[CH:8][CH:7]=2)=[CH:3][CH:4]=1, predict the reactants needed to synthesize it. The reactants are: Br[C:2]1[CH:35]=[CH:34][C:33]([Cl:36])=[CH:32][C:3]=1[CH2:4][O:5][C:6]1[CH:11]=[CH:10][C:9]([C:12]2[N:16]([CH:17]3[CH2:22][CH2:21][CH2:20][CH2:19][CH2:18]3)[C:15]3[CH:23]=[CH:24][C:25]([C:27]([O:29][CH2:30][CH3:31])=[O:28])=[CH:26][C:14]=3[N:13]=2)=[CH:8][CH:7]=1.C(=O)([O-])O.[Na+].[CH:42]([Cl:45])(Cl)Cl. (9) Given the product [CH3:3][N:4]([CH3:11])[C@H:5]1[C@H:6]([OH:10])[CH2:7][N:8]([C:19]([O:21][C:22]([CH3:25])([CH3:24])[CH3:23])=[O:20])[CH2:9]1, predict the reactants needed to synthesize it. The reactants are: Cl.Cl.[CH3:3][N:4]([CH3:11])[C@@H:5]1[CH2:9][NH:8][CH2:7][C@H:6]1[OH:10].C(N(CC)CC)C.[C:19](O[C:19]([O:21][C:22]([CH3:25])([CH3:24])[CH3:23])=[O:20])([O:21][C:22]([CH3:25])([CH3:24])[CH3:23])=[O:20].